Predict the reaction yield, written as a fraction of the theoretical maximum amount of product (1.0 means a 100% yield; for example, 0.34 means a 34% yield). From a dataset of Reaction yield outcomes from USPTO patents with 853,638 reactions. (1) The reactants are [OH-].[Na+].[CH3:3][C:4]([CH3:21])([CH3:20])[C:5]([N:7]1[CH2:19][CH2:18][C:17]2[C:16]3[C:11](=[CH:12][CH:13]=[CH:14][CH:15]=3)[NH:10][C:9]=2[CH2:8]1)=[O:6].[C:22]1([S:28](Cl)(=[O:30])=[O:29])[CH:27]=[CH:26][CH:25]=[CH:24][CH:23]=1. The catalyst is C(Cl)Cl. The product is [C:22]1([S:28]([N:10]2[C:11]3[C:16](=[CH:15][CH:14]=[CH:13][CH:12]=3)[C:17]3[CH2:18][CH2:19][N:7]([C:5](=[O:6])[C:4]([CH3:21])([CH3:20])[CH3:3])[CH2:8][C:9]2=3)(=[O:30])=[O:29])[CH:27]=[CH:26][CH:25]=[CH:24][CH:23]=1. The yield is 0.562. (2) The reactants are [CH3:1][O:2][C:3]([C:5]1[C:13]([NH:14][C:15]2[CH:20]=[CH:19][CH:18]=[CH:17][C:16]=2[CH3:21])=[C:12]([F:22])[C:8]2[NH:9][CH:10]=[N:11][C:7]=2[CH:6]=1)=[O:4].CO.C1C(=O)N([I:32])C(=O)C1.CC1C=CC(S(O)(=O)=O)=CC=1.O. The catalyst is C1COCC1.C(Cl)Cl. The product is [CH3:1][O:2][C:3]([C:5]1[C:13]([NH:14][C:15]2[CH:20]=[CH:19][C:18]([I:32])=[CH:17][C:16]=2[CH3:21])=[C:12]([F:22])[C:8]2[NH:9][CH:10]=[N:11][C:7]=2[CH:6]=1)=[O:4]. The yield is 0.690. (3) The reactants are O=[C:2]1[CH2:6][CH2:5][CH2:4][CH:3]1[C:7]([O:9]C)=O.[NH2:11][C:12]([NH2:14])=[S:13].[OH-].[K+]. The catalyst is C(O)C.O. The product is [SH:13][C:12]1[N:11]=[C:7]([OH:9])[C:3]2[CH2:4][CH2:5][CH2:6][C:2]=2[N:14]=1. The yield is 0.260.